This data is from Catalyst prediction with 721,799 reactions and 888 catalyst types from USPTO. The task is: Predict which catalyst facilitates the given reaction. (1) Reactant: [F:1][C:2]1[CH:28]=[C:27]([F:29])[CH:26]=[CH:25][C:3]=1[O:4][C:5]1[CH:13]=[CH:12][C:8]([C:9](O)=[O:10])=[CH:7][C:6]=1[C:14]1[C:15]2[CH:24]=[CH:23][NH:22][C:16]=2[C:17](=[O:21])[N:18]([CH3:20])[CH:19]=1.ClC(N(C)C)=C(C)C.[N:38]1[CH:43]=[CH:42][CH:41]=[N:40][C:39]=1[NH2:44]. The catalyst class is: 453. Product: [F:1][C:2]1[CH:28]=[C:27]([F:29])[CH:26]=[CH:25][C:3]=1[O:4][C:5]1[CH:13]=[CH:12][C:8]([C:9]([NH:44][C:39]2[N:40]=[CH:41][CH:42]=[CH:43][N:38]=2)=[O:10])=[CH:7][C:6]=1[C:14]1[C:15]2[CH:24]=[CH:23][NH:22][C:16]=2[C:17](=[O:21])[N:18]([CH3:20])[CH:19]=1. (2) Reactant: [CH2:1]([O:3][C:4]([C:6]1[CH:10]=[C:9]([C:11]2[CH:16]=[CH:15][C:14]([O:17]CC3C=CC=CC=3)=[CH:13][CH:12]=2)[N:8]([C:25]2[CH:30]=[CH:29][C:28]([Cl:31])=[CH:27][C:26]=2[Cl:32])[N:7]=1)=[O:5])[CH3:2].S(C)C. Product: [CH2:1]([O:3][C:4]([C:6]1[CH:10]=[C:9]([C:11]2[CH:12]=[CH:13][C:14]([OH:17])=[CH:15][CH:16]=2)[N:8]([C:25]2[CH:30]=[CH:29][C:28]([Cl:31])=[CH:27][C:26]=2[Cl:32])[N:7]=1)=[O:5])[CH3:2]. The catalyst class is: 4. (3) Reactant: [Cl:1][C:2]1[C:3]2[CH:10]=[CH:9][N:8]([C@@H:11]3[O:26][C@H:25]([CH2:27][O:28][CH2:29][C:30]4[CH:35]=[CH:34][C:33]([Cl:36])=[CH:32][C:31]=4[Cl:37])[C@@H:14]([O:15][CH2:16][C:17]4[CH:22]=[CH:21][C:20]([Cl:23])=[CH:19][C:18]=4[Cl:24])[C@@:12]3([CH2:38]O)[OH:13])[C:4]=2[N:5]=[CH:6][N:7]=1.C(N(CC)CC)C.C1(C)C=CC(S(Cl)(=O)=O)=CC=1.[F-:58].C([N+](CCCC)(CCCC)CCCC)CCC. Product: [Cl:1][C:2]1[C:3]2[CH:10]=[CH:9][N:8]([C@@H:11]3[O:26][C@H:25]([CH2:27][O:28][CH2:29][C:30]4[CH:35]=[CH:34][C:33]([Cl:36])=[CH:32][C:31]=4[Cl:37])[C@@H:14]([O:15][CH2:16][C:17]4[CH:22]=[CH:21][C:20]([Cl:23])=[CH:19][C:18]=4[Cl:24])[C@@:12]3([CH2:38][F:58])[OH:13])[C:4]=2[N:5]=[CH:6][N:7]=1. The catalyst class is: 112. (4) The catalyst class is: 23. Reactant: [Cl:1][C:2]1[CH:10]=[C:9]2[C:5]([CH:6]=[N:7][N:8]2[C:11]2[CH:16]=[CH:15][C:14]([F:17])=[CH:13][CH:12]=2)=[CH:4][C:3]=1[O:18][CH:19]([C:23]1[CH:28]=[CH:27][C:26]([F:29])=[CH:25][CH:24]=1)[CH:20]([NH2:22])[CH3:21].[F:30][C:31]([F:42])([F:41])[C:32](O[C:32](=[O:33])[C:31]([F:42])([F:41])[F:30])=[O:33].O.CC#N. Product: [Cl:1][C:2]1[CH:10]=[C:9]2[C:5]([CH:6]=[N:7][N:8]2[C:11]2[CH:12]=[CH:13][C:14]([F:17])=[CH:15][CH:16]=2)=[CH:4][C:3]=1[O:18][CH:19]([C:23]1[CH:24]=[CH:25][C:26]([F:29])=[CH:27][CH:28]=1)[CH:20]([NH:22][C:32](=[O:33])[C:31]([F:42])([F:41])[F:30])[CH3:21]. (5) Reactant: [CH:1]1([C:4]2[C:5]([O:13][CH2:14][C:15]3([CH3:19])[CH2:18][O:17][CH2:16]3)=[CH:6][C:7]([C:10]([OH:12])=O)=[N:8][CH:9]=2)[CH2:3][CH2:2]1.CCN(C(C)C)C(C)C.[Cl-].COC1N=C(OC)N=C([N+]2(C)CCOCC2)N=1.[C:47]1([C:53]2[O:57][C:56]([C:58]([NH2:61])([CH3:60])[CH3:59])=[N:55][N:54]=2)[CH:52]=[CH:51][CH:50]=[CH:49][CH:48]=1. Product: [CH:1]1([C:4]2[C:5]([O:13][CH2:14][C:15]3([CH3:19])[CH2:18][O:17][CH2:16]3)=[CH:6][C:7]([C:10]([NH:61][C:58]([C:56]3[O:57][C:53]([C:47]4[CH:52]=[CH:51][CH:50]=[CH:49][CH:48]=4)=[N:54][N:55]=3)([CH3:60])[CH3:59])=[O:12])=[N:8][CH:9]=2)[CH2:2][CH2:3]1. The catalyst class is: 4. (6) Reactant: [F:1][C:2]([F:16])([F:15])[O:3][C:4]1[CH:5]=[C:6]2[C:10](=[CH:11][CH:12]=1)[NH:9]C(=O)[C:7]2=[O:14].[OH:17]O.Cl. Product: [NH2:9][C:10]1[CH:11]=[CH:12][C:4]([O:3][C:2]([F:1])([F:16])[F:15])=[CH:5][C:6]=1[C:7]([OH:14])=[O:17]. The catalyst class is: 74. (7) Reactant: [Br:1][C:2]1[CH:3]=[C:4]2[C:9](=[CH:10][CH:11]=1)[CH:8]=[N:7][C:6]([OH:12])=[CH:5]2.[CH2:13](Br)[C:14]1[CH:19]=[CH:18][CH:17]=[CH:16][CH:15]=1. Product: [CH2:13]([O:12][C:6]1[N:7]=[CH:8][C:9]2[C:4]([CH:5]=1)=[CH:3][C:2]([Br:1])=[CH:11][CH:10]=2)[C:14]1[CH:19]=[CH:18][CH:17]=[CH:16][CH:15]=1. The catalyst class is: 3.